This data is from Merck oncology drug combination screen with 23,052 pairs across 39 cell lines. The task is: Regression. Given two drug SMILES strings and cell line genomic features, predict the synergy score measuring deviation from expected non-interaction effect. (1) Drug 1: CN1C(=O)C=CC2(C)C3CCC4(C)C(NC(=O)OCC(F)(F)F)CCC4C3CCC12. Drug 2: NC(=O)c1cccc2cn(-c3ccc(C4CCCNC4)cc3)nc12. Cell line: HT29. Synergy scores: synergy=21.7. (2) Drug 1: CCN(CC)CCNC(=O)c1c(C)[nH]c(C=C2C(=O)Nc3ccc(F)cc32)c1C. Drug 2: Cc1nc(Nc2ncc(C(=O)Nc3c(C)cccc3Cl)s2)cc(N2CCN(CCO)CC2)n1. Cell line: NCIH460. Synergy scores: synergy=29.2. (3) Drug 2: O=C(O)C1(Cc2cccc(Nc3nccs3)n2)CCC(Oc2cccc(Cl)c2F)CC1. Drug 1: O=P1(N(CCCl)CCCl)NCCCO1. Cell line: KPL1. Synergy scores: synergy=8.11. (4) Drug 1: CCN(CC)CCNC(=O)c1c(C)[nH]c(C=C2C(=O)Nc3ccc(F)cc32)c1C. Drug 2: Cn1nnc2c(C(N)=O)ncn2c1=O. Cell line: RKO. Synergy scores: synergy=5.91. (5) Drug 1: CN(Cc1cnc2nc(N)nc(N)c2n1)c1ccc(C(=O)NC(CCC(=O)O)C(=O)O)cc1. Drug 2: C#Cc1cccc(Nc2ncnc3cc(OCCOC)c(OCCOC)cc23)c1. Cell line: T47D. Synergy scores: synergy=-16.0. (6) Drug 1: CN1C(=O)C=CC2(C)C3CCC4(C)C(NC(=O)OCC(F)(F)F)CCC4C3CCC12. Drug 2: CCN(CC)CCNC(=O)c1c(C)[nH]c(C=C2C(=O)Nc3ccc(F)cc32)c1C. Cell line: LOVO. Synergy scores: synergy=3.82. (7) Drug 1: NC1(c2ccc(-c3nc4ccn5c(=O)[nH]nc5c4cc3-c3ccccc3)cc2)CCC1. Drug 2: O=C(NOCC(O)CO)c1ccc(F)c(F)c1Nc1ccc(I)cc1F. Cell line: RKO. Synergy scores: synergy=33.8.